From a dataset of Ames mutagenicity test results for genotoxicity prediction. Regression/Classification. Given a drug SMILES string, predict its toxicity properties. Task type varies by dataset: regression for continuous values (e.g., LD50, hERG inhibition percentage) or binary classification for toxic/non-toxic outcomes (e.g., AMES mutagenicity, cardiotoxicity, hepatotoxicity). Dataset: ames. (1) The molecule is Nc1ccc2ccccc2c1N=Nc1ccc([N+](=O)[O-])cc1. The result is 1 (mutagenic). (2) The molecule is C#CC1(OC(C)=O)CCC2C3CCC4=C(CCC(=O)C4)C3CCC21C. The result is 0 (non-mutagenic). (3) The result is 0 (non-mutagenic). The molecule is Cc1cc(C)c(N=Nc2cc(S(=O)(=O)O)c3ccccc3c2O)c(S(=O)(=O)O)c1. (4) The result is 1 (mutagenic). The compound is CC(C)(C)OC(=O)NC(CN=[N+]=[N-])C(=O)OC(C)(C)C. (5) The compound is NN(Cc1ccccc1)Cc1ccccc1. The result is 0 (non-mutagenic). (6) The molecule is CC(=O)c1ccccn1. The result is 0 (non-mutagenic). (7) The drug is Nc1ccn(C2C=C(CO)C(O)C2O)c(=O)n1. The result is 0 (non-mutagenic). (8) The compound is Oc1cnc2ccccc2c1. The result is 0 (non-mutagenic). (9) The compound is CCc1cccc2c(CCO)c[nH]c12. The result is 0 (non-mutagenic).